Dataset: Full USPTO retrosynthesis dataset with 1.9M reactions from patents (1976-2016). Task: Predict the reactants needed to synthesize the given product. (1) Given the product [CH:29]1([CH2:28][C@:2]([OH:1])([CH3:31])[C@@H:3]([NH:5][C:6]([C:8]2[C:16]3[C:11](=[N:12][CH:13]=[C:14]([CH:17]4[CH2:19][CH2:18]4)[N:15]=3)[N:10]([CH2:20][O:21][CH2:22][CH2:23][Si:24]([CH3:26])([CH3:25])[CH3:27])[CH:9]=2)=[O:7])[CH3:4])[CH2:33][CH2:30]1, predict the reactants needed to synthesize it. The reactants are: [OH:1][C@:2]([CH3:31])([CH2:28][CH:29]=[CH2:30])[C@@H:3]([NH:5][C:6]([C:8]1[C:16]2[C:11](=[N:12][CH:13]=[C:14]([CH:17]3[CH2:19][CH2:18]3)[N:15]=2)[N:10]([CH2:20][O:21][CH2:22][CH2:23][Si:24]([CH3:27])([CH3:26])[CH3:25])[CH:9]=1)=[O:7])[CH3:4].O[C@@:33](C)(CC=C)[C@@H](NC(C1C2C(=NC=C(C3CC3)N=2)N(COCC[Si](C)(C)C)C=1)=O)C. (2) Given the product [OH:1][C@@H:2]1[CH2:6][N:5]([C:7]([O:9][C:10]([CH3:13])([CH3:11])[CH3:12])=[O:8])[C@H:4]([C:14]2[NH:15][C:16]([C:35]3[CH:36]=[CH:37][C:42]([C:35]4[CH:44]=[CH:43][C:42]5[C:37](=[CH:38][CH:39]=[C:40]([C:45]6[NH:49][C:48]([C@@H:50]7[CH2:54][CH2:53][CH2:52][N:51]7[C:55](=[O:65])[C@@H:56]([NH:60][C:61]([O:62][CH3:63])=[O:64])[CH:57]([CH3:59])[CH3:58])=[N:47][CH:46]=6)[CH:41]=5)[CH:36]=4)=[CH:43][CH:44]=3)=[CH:17][N:18]=2)[CH2:3]1, predict the reactants needed to synthesize it. The reactants are: [OH:1][C@@H:2]1[CH2:6][N:5]([C:7]([O:9][C:10]([CH3:13])([CH3:12])[CH3:11])=[O:8])[C@H:4]([C:14]2[NH:15][C:16](C3C=CC(B4OC(C)(C)C(C)(C)O4)=CC=3)=[CH:17][N:18]=2)[CH2:3]1.Br[C:35]1[CH:36]=[C:37]2[C:42](=[CH:43][CH:44]=1)[CH:41]=[C:40]([C:45]1[NH:49][C:48]([C@@H:50]3[CH2:54][CH2:53][CH2:52][N:51]3[C:55](=[O:65])[C@@H:56]([NH:60][C:61](=[O:64])[O:62][CH3:63])[CH:57]([CH3:59])[CH3:58])=[N:47][CH:46]=1)[CH:39]=[CH:38]2.C([O-])([O-])=O.[K+].[K+].